From a dataset of Forward reaction prediction with 1.9M reactions from USPTO patents (1976-2016). Predict the product of the given reaction. The product is: [CH3:18][N:19]([CH3:20])[CH2:2][CH2:3][CH2:4][N:5]1[CH2:10][CH2:9][S:8][C:7]2[CH:11]=[C:12]([N+:15]([O-:17])=[O:16])[CH:13]=[CH:14][C:6]1=2. Given the reactants Cl[CH2:2][CH2:3][CH2:4][N:5]1[CH2:10][CH2:9][S:8][C:7]2[CH:11]=[C:12]([N+:15]([O-:17])=[O:16])[CH:13]=[CH:14][C:6]1=2.[CH3:18][NH:19][CH3:20].[I-].[K+].C(=O)([O-])[O-].[K+].[K+], predict the reaction product.